From a dataset of Catalyst prediction with 721,799 reactions and 888 catalyst types from USPTO. Predict which catalyst facilitates the given reaction. (1) Reactant: [NH2:1][CH:2]([C:5]1[N:6]([C:15]2[CH:20]=[CH:19][CH:18]=[CH:17][CH:16]=2)[C:7](=[O:14])[C:8]2[S:13][CH:12]=[CH:11][C:9]=2[N:10]=1)[CH2:3][CH3:4].Br[C:22]1[N:30]=[C:29]([NH2:31])[N:28]=[C:27]2[C:23]=1[N:24]=[CH:25][NH:26]2.C(N(CC)C(C)C)(C)C. Product: [NH2:31][C:29]1[N:28]=[C:27]2[C:23]([N:24]=[CH:25][NH:26]2)=[C:22]([NH:1][CH:2]([C:5]2[N:6]([C:15]3[CH:20]=[CH:19][CH:18]=[CH:17][CH:16]=3)[C:7](=[O:14])[C:8]3[S:13][CH:12]=[CH:11][C:9]=3[N:10]=2)[CH2:3][CH3:4])[N:30]=1. The catalyst class is: 32. (2) Reactant: Cl.[NH2:2][C:3]1[C:4]([C:11]2[CH:16]=[CH:15][C:14]([NH:17][C:18]([NH:20][C:21]3[CH:26]=[C:25]([C:27]([F:30])([F:29])[F:28])[CH:24]=[CH:23][C:22]=3[F:31])=[O:19])=[CH:13][CH:12]=2)=[C:5]([C:8]([NH2:10])=[O:9])[NH:6][CH:7]=1.[C:32](Cl)(=[O:39])[C:33]1[CH:38]=[CH:37][CH:36]=[CH:35][CH:34]=1.C(N(CC)CC)C. Product: [C:32]([NH:2][C:3]1[C:4]([C:11]2[CH:16]=[CH:15][C:14]([NH:17][C:18]([NH:20][C:21]3[CH:26]=[C:25]([C:27]([F:30])([F:28])[F:29])[CH:24]=[CH:23][C:22]=3[F:31])=[O:19])=[CH:13][CH:12]=2)=[C:5]([C:8]([NH2:10])=[O:9])[NH:6][CH:7]=1)(=[O:39])[C:33]1[CH:38]=[CH:37][CH:36]=[CH:35][CH:34]=1. The catalyst class is: 217. (3) Reactant: [C:1]1([C:7]2[C:8]([C:22]3[CH:27]=[CH:26][C:25]([CH2:28][N:29]4[CH2:34][CH2:33][CH:32]([C:35]5[N:39]=[C:38]([C:40]6[CH:45]=[CH:44][CH:43]=[CH:42][N:41]=6)[NH:37][N:36]=5)[CH2:31][CH2:30]4)=[CH:24][CH:23]=3)=[N:9][C:10]3[N:11]([N:13]=[CH:14][C:15]=3[C:16]#[C:17][Si](C)(C)C)[CH:12]=2)[CH:6]=[CH:5][CH:4]=[CH:3][CH:2]=1.C([O-])([O-])=O.[K+].[K+].ClCCl. Product: [C:16]([C:15]1[CH:14]=[N:13][N:11]2[CH:12]=[C:7]([C:1]3[CH:6]=[CH:5][CH:4]=[CH:3][CH:2]=3)[C:8]([C:22]3[CH:23]=[CH:24][C:25]([CH2:28][N:29]4[CH2:30][CH2:31][CH:32]([C:35]5[N:39]=[C:38]([C:40]6[CH:45]=[CH:44][CH:43]=[CH:42][N:41]=6)[NH:37][N:36]=5)[CH2:33][CH2:34]4)=[CH:26][CH:27]=3)=[N:9][C:10]=12)#[CH:17]. The catalyst class is: 5. (4) Reactant: [CH2:1]([O:3][C:4](=[O:31])[C:5]([O:22][C:23]1[CH:28]=[CH:27][C:26]([F:29])=[C:25]([F:30])[CH:24]=1)([CH3:21])[CH2:6][C:7]1[CH:12]=[CH:11][C:10]([O:13]CC2C=CC=CC=2)=[CH:9][CH:8]=1)[CH3:2]. Product: [CH2:1]([O:3][C:4](=[O:31])[C:5]([O:22][C:23]1[CH:28]=[CH:27][C:26]([F:29])=[C:25]([F:30])[CH:24]=1)([CH3:21])[CH2:6][C:7]1[CH:8]=[CH:9][C:10]([OH:13])=[CH:11][CH:12]=1)[CH3:2]. The catalyst class is: 78. (5) The catalyst class is: 2. Reactant: [CH3:1][S:2](Cl)(=[O:4])=[O:3].[C:6]1([C:12]2[C:16]3[CH:17]=[CH:18][CH:19]=[CH:20][C:15]=3[O:14][C:13]=2[CH2:21][OH:22])[CH:11]=[CH:10][CH:9]=[CH:8][CH:7]=1.CCN(C(C)C)C(C)C. Product: [CH3:1][S:2]([O:22][CH2:21][C:13]1[O:14][C:15]2[CH:20]=[CH:19][CH:18]=[CH:17][C:16]=2[C:12]=1[C:6]1[CH:7]=[CH:8][CH:9]=[CH:10][CH:11]=1)(=[O:4])=[O:3]. (6) Reactant: [N+:1]([C:4]1[CH:9]=[CH:8][C:7]([N:10]2[CH2:15][CH2:14][N:13]([CH:16]3[CH2:21][CH2:20][O:19][CH2:18][CH2:17]3)[CH2:12][CH2:11]2)=[CH:6][CH:5]=1)([O-])=O. Product: [O:19]1[CH2:18][CH2:17][CH:16]([N:13]2[CH2:14][CH2:15][N:10]([C:7]3[CH:8]=[CH:9][C:4]([NH2:1])=[CH:5][CH:6]=3)[CH2:11][CH2:12]2)[CH2:21][CH2:20]1. The catalyst class is: 29. (7) Product: [Cl:1][C:2]1[CH:3]=[C:4]([CH:20]=[CH:21][C:22]=1[C:23]([N:25]1[CH2:29][CH2:28][CH2:27][CH:26]1[C:30]([OH:32])=[O:31])=[O:24])[C:5]([NH:7][CH:8]([C:10]1[NH:14][C:13]2[CH:15]=[CH:16][C:17]([Cl:19])=[CH:18][C:12]=2[N:11]=1)[CH3:9])=[O:6]. The catalyst class is: 32. Reactant: [Cl:1][C:2]1[CH:3]=[C:4]([CH:20]=[CH:21][C:22]=1[C:23]([N:25]1[CH2:29][CH2:28][CH2:27][CH:26]1[C:30]([O:32]C)=[O:31])=[O:24])[C:5]([NH:7][CH:8]([C:10]1[NH:14][C:13]2[CH:15]=[CH:16][C:17]([Cl:19])=[CH:18][C:12]=2[N:11]=1)[CH3:9])=[O:6].[OH-].[Na+].ClCl. (8) Reactant: [N+:1]([C:4]1[CH:12]=[C:11]2[C:7]([C:8]([CH3:28])([CH3:27])[CH2:9][N:10]2[CH2:13][CH:14]2[CH2:19][CH2:18][N:17](C(OC(C)(C)C)=O)[CH2:16][CH2:15]2)=[CH:6][CH:5]=1)([O-])=O. Product: [CH3:27][C:8]1([CH3:28])[C:7]2[C:11](=[CH:12][C:4]([NH2:1])=[CH:5][CH:6]=2)[N:10]([CH2:13][CH:14]2[CH2:19][CH2:18][NH:17][CH2:16][CH2:15]2)[CH2:9]1. The catalyst class is: 5. (9) Reactant: [O:1]=[C:2]1[CH:7]=[C:6]([C:8]([NH:10][NH2:11])=O)[CH:5]=[CH:4][NH:3]1.[N:12]([CH3:15])=[C:13]=[S:14].[OH-].[Na+].CC(O)=O. Product: [CH3:15][N:12]1[C:13](=[S:14])[NH:11][N:10]=[C:8]1[C:6]1[CH:5]=[CH:4][NH:3][C:2](=[O:1])[CH:7]=1. The catalyst class is: 6.